From a dataset of Full USPTO retrosynthesis dataset with 1.9M reactions from patents (1976-2016). Predict the reactants needed to synthesize the given product. (1) Given the product [F:22][CH:20]([F:21])[C:18]1[O:19][C:15]([C:12]2[CH:13]=[CH:14][C:9]([OH:8])=[CH:10][CH:11]=2)=[C:16]([C:23]2[CH:28]=[N:27][C:26]([O:29][CH3:30])=[CH:25][CH:24]=2)[N:17]=1, predict the reactants needed to synthesize it. The reactants are: C([O:8][C:9]1[CH:14]=[CH:13][C:12]([C:15]2[O:19][C:18]([CH:20]([F:22])[F:21])=[N:17][C:16]=2[C:23]2[CH:24]=[CH:25][C:26]([O:29][CH3:30])=[N:27][CH:28]=2)=[CH:11][CH:10]=1)C1C=CC=CC=1. (2) Given the product [C:1]([O:5][C:6](=[O:22])[N:7]([C@@H:9]1[C@@H:13]([C:14]2[CH:19]=[CH:18][C:17]([Cl:20])=[C:16]([Cl:21])[CH:15]=2)[CH2:12][N:11]([C:44]([CH:41]2[CH2:40][CH2:39][N:38]([C:36]([C:33]3([CH3:32])[CH2:35][CH2:34]3)=[O:37])[CH2:43][CH2:42]2)=[O:45])[CH2:10]1)[CH3:8])([CH3:4])([CH3:2])[CH3:3], predict the reactants needed to synthesize it. The reactants are: [C:1]([O:5][C:6](=[O:22])[N:7]([C@@H:9]1[C@@H:13]([C:14]2[CH:19]=[CH:18][C:17]([Cl:20])=[C:16]([Cl:21])[CH:15]=2)[CH2:12][NH:11][CH2:10]1)[CH3:8])([CH3:4])([CH3:3])[CH3:2].C(N(CC)C(C)C)(C)C.[CH3:32][C:33]1([C:36]([N:38]2[CH2:43][CH2:42][CH:41]([C:44](O)=[O:45])[CH2:40][CH2:39]2)=[O:37])[CH2:35][CH2:34]1.F[P-](F)(F)(F)(F)F.N1(OC(N(C)C)=[N+](C)C)C2N=CC=CC=2N=N1. (3) Given the product [N+:1]([C:4]1[C:12]2[NH:11][C:10]([C:13]3[CH:14]=[CH:15][CH:16]=[CH:17][CH:18]=3)=[N:9][C:8]=2[CH:7]=[CH:6][CH:5]=1)([O-:3])=[O:2], predict the reactants needed to synthesize it. The reactants are: [N+:1]([C:4]1[C:12]2[NH:11][CH:10]([C:13]3[CH:18]=[CH:17][CH:16]=[CH:15][CH:14]=3)[NH:9][C:8]=2[CH:7]=[CH:6][CH:5]=1)([O-:3])=[O:2].O. (4) Given the product [Si:24]([O:13][CH2:12][CH2:11][CH2:10][CH2:9][C:8]([C:4]1[CH:5]=[CH:6][CH:7]=[C:2]([Cl:1])[CH:3]=1)=[O:14])([C:21]([CH3:23])([CH3:22])[CH3:20])([CH3:26])[CH3:25], predict the reactants needed to synthesize it. The reactants are: [Cl:1][C:2]1[CH:3]=[C:4]([C:8](=[O:14])[CH2:9][CH2:10][CH2:11][CH2:12][OH:13])[CH:5]=[CH:6][CH:7]=1.N1C=CN=C1.[CH3:20][C:21]([Si:24](Cl)([CH3:26])[CH3:25])([CH3:23])[CH3:22]. (5) Given the product [F:12][C:8]1[CH:9]=[CH:10][CH:11]=[C:2]([CH:14]=[CH2:15])[C:3]=1[C:4]([O:6][CH3:7])=[O:5], predict the reactants needed to synthesize it. The reactants are: Br[C:2]1[CH:11]=[CH:10][CH:9]=[C:8]([F:12])[C:3]=1[C:4]([O:6][CH3:7])=[O:5].[B-](F)(F)(F)[CH:14]=[CH2:15].[K+].C(=O)([O-])[O-].[Na+].[Na+].